From a dataset of Experimentally validated miRNA-target interactions with 360,000+ pairs, plus equal number of negative samples. Binary Classification. Given a miRNA mature sequence and a target amino acid sequence, predict their likelihood of interaction. (1) The miRNA is hsa-miR-8077 with sequence GGCUGAGUGGGGUUCUGACUCC. The protein sequence of the target gene is MKLLLWACIVCVAFARKRRFPFIGEDDNDDGHPLHPSLNIPYGIRNLPPPLYYRPVNTVPSYPGNTYTDTGLPSYPWILTSPGFPYVYHIRGFPLATQLNVPPLPPRGFPFVPPSRFFSAAAAPAAPPIAAEPAAAAPLTATPVAAEPAAGAPVAAEPAAEAPVGAEPAAEAPVAAEPAAEAPVGVEPAAEEPSPAEPATAKPAAPEPHPSPSLEQANQ. Result: 1 (interaction). (2) The miRNA is hsa-miR-192-5p with sequence CUGACCUAUGAAUUGACAGCC. The protein sequence of the target gene is MDKLTIISGCLFLAADIFAIASIANPDWINTGESAGALTVGLVRQCQTIHGRDRTCIPPRLPPEWVTTLFFIIMGIISLTVTCGLLVASHWRREATKYARWIAFTGMILFCMAALIFPIGFYINEVGGQPYKLPNNTVVGSSYVLFVLSIFFTIVGLLFAGKVCLPG. Result: 1 (interaction). (3) The miRNA is mmu-miR-410-3p with sequence AAUAUAACACAGAUGGCCUGU. The protein sequence of the target gene is MDQPAGGTGKLRASAGEDDSMELSTCQELLHRLRELEAENSALAQANENQRETYERCLDEVANHVVQALLNQKDLREECIKLKKRVFDLERQNQVLSALLQQKLQLTANSLPQIPLTPLQPPSERPTSPAPNVSEGPATSLPSGLCAGQREVCWEQQLRPGGPGPPATPPPALDALSPFLRKKAQILEVLRALEETDPLLLCSPATPWRPTGQGPGSPEPINGEPCGPPQPEPSPWAPYLLLGPGSLGALLHWERVLGGPGEEEGIRQPWASSRAPPSAQGPSSGPHCAPGSSSSSSSDE.... Result: 1 (interaction). (4) The miRNA is hsa-miR-765 with sequence UGGAGGAGAAGGAAGGUGAUG. The protein sequence of the target gene is MAEQEPTAEQLAQIAAENEEDEHSVNYKPPAQKSIQEIQELDKDDESLRKYKEALLGRVAVSADPNVPNVVVTGLTLVCSSAPGPLELDLTGDLESFKKQSFVLKEGVEYRIKISFRVNREIVSGMKYIQHTYRKGVKIDKTDYMVGSYGPRAEEYEFLTPVEEAPKGMLARGSYSIKSRFTDDDKTDHLSWEWNLTIKKDWKD. Result: 1 (interaction).